This data is from Forward reaction prediction with 1.9M reactions from USPTO patents (1976-2016). The task is: Predict the product of the given reaction. (1) Given the reactants [F:1][C:2]1[CH:7]=[C:6]([C:8]([O:10][CH3:11])=[O:9])[C:5]([F:12])=[CH:4][C:3]=1[NH:13][S:14]([C:17]1[CH:22]=[CH:21][C:20]([C:23]2[CH:24]=[N:25][C:26]([C:29]3[CH2:30][CH2:31][N:32]([C:35]([O:37][C:38]([CH3:41])([CH3:40])[CH3:39])=[O:36])[CH2:33][CH:34]=3)=[N:27][CH:28]=2)=[CH:19][CH:18]=1)(=[O:16])=[O:15].[H][H], predict the reaction product. The product is: [F:1][C:2]1[CH:7]=[C:6]([C:8]([O:10][CH3:11])=[O:9])[C:5]([F:12])=[CH:4][C:3]=1[NH:13][S:14]([C:17]1[CH:22]=[CH:21][C:20]([C:23]2[CH:24]=[N:25][C:26]([CH:29]3[CH2:30][CH2:31][N:32]([C:35]([O:37][C:38]([CH3:41])([CH3:40])[CH3:39])=[O:36])[CH2:33][CH2:34]3)=[N:27][CH:28]=2)=[CH:19][CH:18]=1)(=[O:16])=[O:15]. (2) Given the reactants [F:1][C:2]([F:11])([F:10])[C:3]1[CH:8]=[CH:7][C:6]([OH:9])=[CH:5][CH:4]=1.C([O-])([O-])=O.[Cs+].[Cs+].Br[CH:19]([CH3:25])[C:20]([O:22][CH2:23][CH3:24])=[O:21], predict the reaction product. The product is: [CH2:23]([O:22][C:20](=[O:21])[CH:19]([O:9][C:6]1[CH:5]=[CH:4][C:3]([C:2]([F:10])([F:11])[F:1])=[CH:8][CH:7]=1)[CH3:25])[CH3:24]. (3) Given the reactants [NH:1]1[C:9]2[C:4](=[CH:5][CH:6]=[C:7]([C:10]#[N:11])[CH:8]=2)[CH:3]=[CH:2]1.N, predict the reaction product. The product is: [NH:1]1[C:9]2[C:4](=[CH:5][CH:6]=[C:7]([CH2:10][NH2:11])[CH:8]=2)[CH:3]=[CH:2]1. (4) Given the reactants [Cl:1][C:2]1[N:3]=[CH:4][N:5]([C:10]2[CH:15]=[CH:14][C:13]([F:16])=[CH:12][C:11]=2[Cl:17])[C:6]=1[C:7](O)=[O:8].CN(C)C=O.C(Cl)(=O)C([Cl:26])=O, predict the reaction product. The product is: [Cl:1][C:2]1[N:3]=[CH:4][N:5]([C:10]2[CH:15]=[CH:14][C:13]([F:16])=[CH:12][C:11]=2[Cl:17])[C:6]=1[C:7]([Cl:26])=[O:8].